This data is from Full USPTO retrosynthesis dataset with 1.9M reactions from patents (1976-2016). The task is: Predict the reactants needed to synthesize the given product. (1) Given the product [Cl:1][C:2]1[C:3]([O:11][CH3:12])=[C:4]([CH:7]=[C:8]([Cl:10])[CH:9]=1)[CH:5]=[O:6], predict the reactants needed to synthesize it. The reactants are: [Cl:1][C:2]1[C:3]([OH:11])=[C:4]([CH:7]=[C:8]([Cl:10])[CH:9]=1)[CH:5]=[O:6].[CH3:12]N(C)C=O.C(=O)([O-])[O-].[K+].[K+].CI. (2) Given the product [CH2:20]([O:19][CH2:18][C@H:17]1[C@H:16]([C:27]2[CH:32]=[CH:31][C:30]([F:33])=[CH:29][C:28]=2[CH3:34])[C@@H:15]([O:35][C@@H:36]([C:38]2[CH:43]=[C:42]([C:44]([F:46])([F:47])[F:45])[CH:41]=[C:40]([C:48]([F:51])([F:50])[F:49])[CH:39]=2)[CH3:37])[O:14][CH2:13][C@@H:12]1[CH2:11][OH:10])[C:21]1[CH:26]=[CH:25][CH:24]=[CH:23][CH:22]=1, predict the reactants needed to synthesize it. The reactants are: [N+](C1C=CC(C([O:10][CH2:11][C@@H:12]2[C@@H:17]([CH2:18][O:19][CH2:20][C:21]3[CH:26]=[CH:25][CH:24]=[CH:23][CH:22]=3)[C@H:16]([C:27]3[CH:32]=[CH:31][C:30]([F:33])=[CH:29][C:28]=3[CH3:34])[C@@H:15]([O:35][C@@H:36]([C:38]3[CH:43]=[C:42]([C:44]([F:47])([F:46])[F:45])[CH:41]=[C:40]([C:48]([F:51])([F:50])[F:49])[CH:39]=3)[CH3:37])[O:14][CH2:13]2)=O)=CC=1)([O-])=O.[OH-].[Na+]. (3) Given the product [CH2:17]([N:10]1[C:9]2[CH:8]=[CH:7][CH:6]=[C:5]([CH2:4][CH:3]([O:2][CH3:1])[O:15][CH3:16])[C:13]=2[NH:12][C:11]1=[O:14])[C:18]1[CH:23]=[CH:22][CH:21]=[CH:20][CH:19]=1, predict the reactants needed to synthesize it. The reactants are: [CH3:1][O:2][CH:3]([O:15][CH3:16])[CH2:4][C:5]1[C:13]2[NH:12][C:11](=[O:14])[NH:10][C:9]=2[CH:8]=[CH:7][CH:6]=1.[CH2:17](Br)[C:18]1[CH:23]=[CH:22][CH:21]=[CH:20][CH:19]=1.CC(C)([O-])C.[K+]. (4) Given the product [CH2:1]([CH:8]1[CH2:9][CH2:10][N:11]([C:14](=[O:18])[C:15]([NH:19][C:20]2[CH:25]=[CH:24][CH:23]=[CH:22][CH:21]=2)=[O:17])[CH2:12][CH2:13]1)[C:2]1[CH:3]=[CH:4][CH:5]=[CH:6][CH:7]=1, predict the reactants needed to synthesize it. The reactants are: [CH2:1]([CH:8]1[CH2:13][CH2:12][N:11]([C:14](=[O:18])[C:15]([OH:17])=O)[CH2:10][CH2:9]1)[C:2]1[CH:7]=[CH:6][CH:5]=[CH:4][CH:3]=1.[NH2:19][C:20]1[CH:25]=[CH:24][CH:23]=[CH:22][CH:21]=1. (5) The reactants are: [C:1]([C:5]1[CH:6]=[C:7]([NH:37][S:38]([CH3:41])(=[O:40])=[O:39])[C:8]([O:35][CH3:36])=[C:9]([NH:11][C:12](=[O:34])[NH:13][C:14]2[C:23]3[C:18](=[CH:19][CH:20]=[CH:21][CH:22]=3)[C:17]([O:24][C:25]3[CH:30]=[CH:29][N:28]=[C:27]([C:31](O)=[O:32])[CH:26]=3)=[CH:16][CH:15]=2)[CH:10]=1)([CH3:4])([CH3:3])[CH3:2].Cl.[CH3:43][N:44](C)[CH2:45]CCN=C=NCC.C(N(CC)CC)C.CNC. Given the product [CH3:43][N:44]([CH3:45])[C:31]([C:27]1[CH:26]=[C:25]([O:24][C:17]2[C:18]3[C:23](=[CH:22][CH:21]=[CH:20][CH:19]=3)[C:14]([NH:13][C:12]([NH:11][C:9]3[CH:10]=[C:5]([C:1]([CH3:2])([CH3:3])[CH3:4])[CH:6]=[C:7]([NH:37][S:38]([CH3:41])(=[O:39])=[O:40])[C:8]=3[O:35][CH3:36])=[O:34])=[CH:15][CH:16]=2)[CH:30]=[CH:29][N:28]=1)=[O:32], predict the reactants needed to synthesize it. (6) Given the product [Cl:15][CH2:16][CH2:17][CH2:18][C:10]1[S:6][C:7]2[CH:14]=[CH:13][CH:12]=[CH:11][C:8]=2[CH:9]=1, predict the reactants needed to synthesize it. The reactants are: [Li]CCCC.[S:6]1[CH:10]=[CH:9][C:8]2[CH:11]=[CH:12][CH:13]=[CH:14][C:7]1=2.[Cl:15][CH2:16][CH2:17][CH2:18]I.O. (7) Given the product [CH2:1]([O:3][C:4]1[CH:13]=[CH:12][C:7]2[N:8]([CH:28]([CH2:33][CH3:34])[C:29]([OH:31])=[O:30])[C:9](=[N:11][C:19](=[O:20])[C:18]3[CH:22]=[CH:23][CH:24]=[C:16]([C:15]([F:26])([F:25])[F:14])[CH:17]=3)[S:10][C:6]=2[CH:5]=1)[CH3:2], predict the reactants needed to synthesize it. The reactants are: [CH2:1]([O:3][C:4]1[CH:13]=[CH:12][C:7]2[N:8]=[C:9]([NH2:11])[S:10][C:6]=2[CH:5]=1)[CH3:2].[F:14][C:15]([F:26])([F:25])[C:16]1[CH:17]=[C:18]([CH:22]=[CH:23][CH:24]=1)[C:19](Cl)=[O:20].Br[CH:28]([CH2:33][CH3:34])[C:29]([O:31]C)=[O:30].COC1C=CC2N=C(N)SC=2C=1.ClC1C=C(C=CC=1)C(Cl)=O.BrCC(OCC)=O.